This data is from Catalyst prediction with 721,799 reactions and 888 catalyst types from USPTO. The task is: Predict which catalyst facilitates the given reaction. (1) Reactant: [Cl:1][C:2]1[CH:3]=[CH:4][C:5]([NH2:8])=[N:6][CH:7]=1.[I:9]([O-])(=O)=O.[K+].[I-].[K+]. Product: [Cl:1][C:2]1[CH:3]=[C:4]([I:9])[C:5]([NH2:8])=[N:6][CH:7]=1. The catalyst class is: 445. (2) Reactant: [CH2:1]([O:3][C:4]1[C:5]([CH3:15])=[CH:6][CH:7]=[C:8]([CH:14]=1)[C:9]([O:11][CH2:12][CH3:13])=[O:10])[CH3:2].[Br:16]Br. Product: [Br:16][C:7]1[CH:6]=[C:5]([CH3:15])[C:4]([O:3][CH2:1][CH3:2])=[CH:14][C:8]=1[C:9]([O:11][CH2:12][CH3:13])=[O:10].[Br:16][C:7]1[CH:6]=[C:5]([CH3:15])[C:4]([O:3][CH2:1][CH3:2])=[CH:14][C:8]=1[C:9]([O-:11])=[O:10]. The catalyst class is: 86. (3) Reactant: [NH2:1][CH2:2][CH2:3][C:4]1[N:8]=[CH:7][NH:6][CH:5]=1.[CH3:9][C:10]([CH3:12])=O. Product: [CH3:9][C:10]1([CH3:12])[C:5]2[N:6]=[CH:7][NH:8][C:4]=2[CH2:3][CH2:2][NH:1]1. The catalyst class is: 52. (4) Reactant: [NH2:1][CH2:2][CH:3]([NH:8][C:9](=[O:18])[O:10][CH2:11][C:12]1[CH:17]=[CH:16][CH:15]=[CH:14][CH:13]=1)[CH2:4][CH:5]([CH3:7])[CH3:6].[OH-].[Na+].[C:21](O[C:21]([O:23][C:24]([CH3:27])([CH3:26])[CH3:25])=[O:22])([O:23][C:24]([CH3:27])([CH3:26])[CH3:25])=[O:22].C(OCC)(=O)C. Product: [CH2:11]([O:10][C:9]([NH:8][CH:3]([CH2:4][CH:5]([CH3:7])[CH3:6])[CH2:2][NH:1][C:21](=[O:22])[O:23][C:24]([CH3:27])([CH3:26])[CH3:25])=[O:18])[C:12]1[CH:17]=[CH:16][CH:15]=[CH:14][CH:13]=1. The catalyst class is: 1. (5) Reactant: O[C:2]1[CH:7]=[CH:6][CH:5]=[CH:4][C:3]=1[CH2:8][CH2:9][C:10]([O:12]C)=[O:11].I[CH2:15][CH2:16][CH3:17].C([O-])([O-])=[O:19].[K+].[K+]. Product: [CH2:15]([O:19][C:6]1[CH:7]=[CH:2][C:3]([CH2:8][CH2:9][C:10]([OH:12])=[O:11])=[CH:4][CH:5]=1)[CH2:16][CH3:17]. The catalyst class is: 3. (6) Reactant: [Br-].[PH4+].[N:3]1[CH:8]=[CH:7][CH:6]=[CH:5][C:4]=1[C:9]([C:11]1[CH:16]=[CH:15][CH:14]=[CH:13][N:12]=1)=O.O.C[CH2:19][O:20][C:21]([CH3:23])=[O:22]. Product: [CH3:19][O:20][C:21](=[O:22])[CH2:23][CH2:9][CH2:4][CH2:5][CH:6]=[C:9]([C:11]1[CH:16]=[CH:15][CH:14]=[CH:13][N:12]=1)[C:4]1[CH:5]=[CH:6][CH:7]=[CH:8][N:3]=1. The catalyst class is: 1. (7) Reactant: [C:1]([O:5][C:6]([N:8]1[CH2:15][C:14]2[C:10](=[N:11][NH:12][C:13]=2[NH2:16])[CH2:9]1)=[O:7])([CH3:4])([CH3:3])[CH3:2].O/[CH:18]=[C:19](\[CH3:23])/[C:20](=O)[CH3:21]. Product: [C:1]([O:5][C:6]([N:8]1[CH2:15][C:14]2=[C:13]3[N:12]([N:11]=[C:10]2[CH2:9]1)[C:20]([CH3:21])=[C:19]([CH3:23])[CH:18]=[N:16]3)=[O:7])([CH3:4])([CH3:2])[CH3:3]. The catalyst class is: 52. (8) Reactant: [NH2:1][C:2]1[CH:3]=[CH:4][C:5]([F:36])=[C:6]([C@:8]2([CH3:35])[C@H:14]3[C@:12]([C:15]([O:17][CH3:18])=[O:16])([CH2:13]3)[S:11][C:10]([N:19]([C:28]([O:30][C:31]([CH3:34])([CH3:33])[CH3:32])=[O:29])[CH2:20][O:21][CH2:22][CH2:23][Si:24]([CH3:27])([CH3:26])[CH3:25])=[N:9]2)[CH:7]=1.[CH2:37]([O:40][C:41]1[N:42]=[CH:43][C:44]([C:47](O)=[O:48])=[N:45][CH:46]=1)[C:38]#[CH:39].C(N(C(C)C)CC)(C)C.F[P-](F)(F)(F)(F)F.C(C(=NO[C+](N(C)C)N1CCOCC1)C(OCC)=O)#N. Product: [C:31]([O:30][C:28]([N:19]([CH2:20][O:21][CH2:22][CH2:23][Si:24]([CH3:26])([CH3:25])[CH3:27])[C:10]1[S:11][C@:12]2([C:15]([O:17][CH3:18])=[O:16])[C@H:14]([C@:8]([C:6]3[CH:7]=[C:2]([NH:1][C:47]([C:44]4[CH:43]=[N:42][C:41]([O:40][CH2:37][C:38]#[CH:39])=[CH:46][N:45]=4)=[O:48])[CH:3]=[CH:4][C:5]=3[F:36])([CH3:35])[N:9]=1)[CH2:13]2)=[O:29])([CH3:32])([CH3:34])[CH3:33]. The catalyst class is: 3. (9) Reactant: [F:1][C:2]1[CH:3]=[C:4]([C@:13]2([NH:23][C:24](C3C=CC(C(O)=O)=CC=3)=[O:25])[C:18]3=[N:19][CH:20]=[CH:21][CH:22]=[C:17]3[O:16][CH2:15][CH2:14]2)[CH:5]=[CH:6][C:7]=1[O:8][C:9]([F:12])([F:11])[F:10].Cl.[CH3:36][NH:37][O:38][CH3:39].[CH3:40][CH2:41]N(C(C)C)C(C)C.C(P1(=O)OP(CCC)(=O)OP([CH2:63][CH2:64][CH3:65])(=O)O1)CC.CCO[C:70]([CH3:72])=[O:71]. Product: [F:1][C:2]1[CH:3]=[C:4]([C@:13]2([NH:23][C:24](=[O:25])[C:65]3[CH:64]=[CH:63][C:72]([C:70]([N:37]([O:38][CH3:39])[CH3:36])=[O:71])=[CH:41][CH:40]=3)[C:18]3=[N:19][CH:20]=[CH:21][CH:22]=[C:17]3[O:16][CH2:15][CH2:14]2)[CH:5]=[CH:6][C:7]=1[O:8][C:9]([F:10])([F:12])[F:11]. The catalyst class is: 2. (10) Reactant: [NH:1]1[CH2:6][CH2:5][CH:4]([NH:7][C:8]([NH:10][C:11]2[CH:16]=[CH:15][C:14]([O:17][C:18]([F:21])([F:20])[F:19])=[CH:13][CH:12]=2)=[O:9])[CH2:3][CH2:2]1.[F:22][C:23]([F:30])([F:29])[C:24](OCC)=[O:25]. Product: [F:22][C:23]([F:30])([F:29])[C:24]([N:1]1[CH2:6][CH2:5][CH:4]([NH:7][C:8]([NH:10][C:11]2[CH:16]=[CH:15][C:14]([O:17][C:18]([F:19])([F:20])[F:21])=[CH:13][CH:12]=2)=[O:9])[CH2:3][CH2:2]1)=[O:25]. The catalyst class is: 1.